Dataset: Peptide-MHC class I binding affinity with 185,985 pairs from IEDB/IMGT. Task: Regression. Given a peptide amino acid sequence and an MHC pseudo amino acid sequence, predict their binding affinity value. This is MHC class I binding data. (1) The peptide sequence is ELLGYCVSLF. The MHC is HLA-A30:01 with pseudo-sequence HLA-A30:01. The binding affinity (normalized) is 0.303. (2) The peptide sequence is LLQLTVWGI. The MHC is HLA-A02:03 with pseudo-sequence HLA-A02:03. The binding affinity (normalized) is 0.595. (3) The peptide sequence is YLKEACNHA. The MHC is HLA-A69:01 with pseudo-sequence HLA-A69:01. The binding affinity (normalized) is 0.431. (4) The peptide sequence is NAILHNIYRL. The MHC is HLA-A02:01 with pseudo-sequence HLA-A02:01. The binding affinity (normalized) is 0.419. (5) The peptide sequence is LPWHRLFLL. The MHC is HLA-B51:01 with pseudo-sequence HLA-B51:01. The binding affinity (normalized) is 0.859. (6) The peptide sequence is YTTTIKPVSY. The MHC is HLA-A01:01 with pseudo-sequence HLA-A01:01. The binding affinity (normalized) is 0.655. (7) The peptide sequence is NALTNDGPT. The MHC is H-2-Db with pseudo-sequence H-2-Db. The binding affinity (normalized) is 0.593.